Dataset: Full USPTO retrosynthesis dataset with 1.9M reactions from patents (1976-2016). Task: Predict the reactants needed to synthesize the given product. Given the product [NH2:47][C:45]1[CH:46]=[CH:41][CH:42]=[CH:43][C:44]=1[NH:49][C:12]([C:10]1[S:11][C:7]2[CH:6]=[CH:5][C:4]([CH2:3][NH:2][C:25](=[O:26])[CH2:24][C:18]3[CH:23]=[CH:22][CH:21]=[CH:20][CH:19]=3)=[CH:17][C:8]=2[CH:9]=1)=[O:14], predict the reactants needed to synthesize it. The reactants are: Cl.[NH2:2][CH2:3][C:4]1[CH:5]=[CH:6][C:7]2[S:11][C:10]([C:12]([O:14]CC)=O)=[CH:9][C:8]=2[CH:17]=1.[C:18]1([CH2:24][C:25](Cl)=[O:26])[CH:23]=[CH:22][CH:21]=[CH:20][CH:19]=1.CCN(CC)CC.[Li+].[OH-].C(Cl)CCl.[CH:41]1[CH:42]=[CH:43][C:44]2[N:49](O)N=[N:47][C:45]=2[CH:46]=1.C1(N)C=CC=CC=1N.